Dataset: Forward reaction prediction with 1.9M reactions from USPTO patents (1976-2016). Task: Predict the product of the given reaction. (1) Given the reactants [OH:1][C:2]1[CH:7]=[CH:6][CH:5]=[CH:4][C:3]=1[C:8]1[CH:13]=[CH:12][N:11]=[CH:10][C:9]=1[N:14]([CH3:31])[C:15](=[O:30])[C:16]1[CH:21]=[C:20]([C:22]([F:25])([F:24])[F:23])[CH:19]=[C:18]([S:26]([CH3:29])(=[O:28])=[O:27])[CH:17]=1.[C:32]([O-])([O-])=O.[K+].[K+].CI.C([O-])(O)=O.[Na+], predict the reaction product. The product is: [CH3:29][S:26]([C:18]1[CH:17]=[C:16]([CH:21]=[C:20]([C:22]([F:24])([F:25])[F:23])[CH:19]=1)[C:15]([N:14]([C:9]1[CH:10]=[N:11][CH:12]=[CH:13][C:8]=1[C:3]1[CH:4]=[CH:5][CH:6]=[CH:7][C:2]=1[O:1][CH3:32])[CH3:31])=[O:30])(=[O:28])=[O:27]. (2) Given the reactants [Br:1][C:2]1[CH:3]=[CH:4][C:5]2[N:9]=[C:8]([CH2:10]Cl)[NH:7][C:6]=2[CH:12]=1.[CH2:13]([NH:15][CH2:16]C)C, predict the reaction product. The product is: [Br:1][C:2]1[CH:3]=[CH:4][C:5]2[N:9]=[C:8]([CH2:10][N:15]([CH3:16])[CH3:13])[NH:7][C:6]=2[CH:12]=1. (3) Given the reactants [H-].[Al+3].[Li+].[H-].[H-].[H-].[C:7](OC)(=[O:19])[CH2:8][CH2:9][CH2:10][CH2:11][CH2:12][CH2:13][CH2:14][CH:15]=[CH:16][CH2:17][CH3:18], predict the reaction product. The product is: [CH2:7]([OH:19])[CH2:8][CH2:9][CH2:10][CH2:11][CH2:12][CH2:13][CH2:14][CH:15]=[CH:16][CH2:17][CH3:18]. (4) Given the reactants N=[C:2]([C:11]1[CH:16]=[CH:15][CH:14]=[CH:13][C:12]=1[CH3:17])[C:3]1[C:9]([CH3:10])=[CH:8][CH:7]=[CH:6][C:4]=1[NH2:5].[OH-:18].[Na+], predict the reaction product. The product is: [NH2:5][C:4]1[CH:6]=[CH:7][CH:8]=[C:9]([CH3:10])[C:3]=1[C:2]([C:11]1[CH:16]=[CH:15][CH:14]=[CH:13][C:12]=1[CH3:17])=[O:18]. (5) Given the reactants NC1C2C(=C(C3C([C@@H](NC(=O)CN4C5C(F)(F)CCC(F)(F)C=5C(C(F)F)=N4)CC4C=C(F)C=C(F)C=4)=NC(SC)=NC=3)C=CC=2)N(C)N=1.[F:50][CH:51]([F:67])[C:52]1[C:53]2[C@H:63]3[CH2:64][C@H:62]3[C:61]([F:66])([F:65])[C:54]=2[N:55]([CH2:57][C:58]([OH:60])=O)[N:56]=1.[NH2:68][C@H:69]([C:79]1[C:84]([C:85]2[CH:86]=[CH:87][C:88]([Cl:100])=[C:89]3[C:93]=2[N:92]([CH3:94])[N:91]=[C:90]3[NH:95][S:96]([CH3:99])(=[O:98])=[O:97])=[CH:83][C:82]([N:101]([CH3:103])[CH3:102])=[C:81]([C:104]#[C:105][C:106]([OH:109])([CH3:108])[CH3:107])[N:80]=1)[CH2:70][C:71]1[CH:76]=[C:75]([F:77])[CH:74]=[C:73]([F:78])[CH:72]=1, predict the reaction product. The product is: [Cl:100][C:88]1[CH:87]=[CH:86][C:85]([C:84]2[C:79]([C@@H:69]([NH:68][C:58](=[O:60])[CH2:57][N:55]3[C:54]4[C:61]([F:66])([F:65])[C@@H:62]5[CH2:64][C@@H:63]5[C:53]=4[C:52]([CH:51]([F:50])[F:67])=[N:56]3)[CH2:70][C:71]3[CH:72]=[C:73]([F:78])[CH:74]=[C:75]([F:77])[CH:76]=3)=[N:80][C:81]([C:104]#[C:105][C:106]([OH:109])([CH3:107])[CH3:108])=[C:82]([N:101]([CH3:102])[CH3:103])[CH:83]=2)=[C:93]2[C:89]=1[C:90]([NH:95][S:96]([CH3:99])(=[O:98])=[O:97])=[N:91][N:92]2[CH3:94].